This data is from Forward reaction prediction with 1.9M reactions from USPTO patents (1976-2016). The task is: Predict the product of the given reaction. (1) Given the reactants [Cl:1][C:2]1[CH:26]=[C:25]([S:27]([CH3:30])(=[O:29])=[O:28])[CH:24]=[CH:23][C:3]=1[CH2:4][N:5]1[C:13]2[C:8](=[CH:9][C:10]([CH:14]=[C:15]3[S:19][C:18](SC)=[N:17][C:16]3=[O:22])=[CH:11][CH:12]=2)[CH:7]=[N:6]1.[CH3:31][N:32]1[CH2:37][CH2:36][NH:35][CH2:34][CH2:33]1, predict the reaction product. The product is: [Cl:1][C:2]1[CH:26]=[C:25]([S:27]([CH3:30])(=[O:28])=[O:29])[CH:24]=[CH:23][C:3]=1[CH2:4][N:5]1[C:13]2[C:8](=[CH:9][C:10]([CH:14]=[C:15]3[S:19][C:18]([N:35]4[CH2:36][CH2:37][N:32]([CH3:31])[CH2:33][CH2:34]4)=[N:17][C:16]3=[O:22])=[CH:11][CH:12]=2)[CH:7]=[N:6]1. (2) The product is: [CH3:1][O:2][C:3]1[CH:4]=[C:5]([C:12]2[CH2:17][CH2:16][CH:15]([N:29]3[CH2:28][CH2:27][N:26]([C:19]([O:21][C:22]([CH3:25])([CH3:24])[CH3:23])=[O:20])[CH2:31][CH2:30]3)[CH2:14][CH:13]=2)[CH:6]=[CH:7][C:8]=1[N+:9]([O-:11])=[O:10]. Given the reactants [CH3:1][O:2][C:3]1[CH:4]=[C:5]([C:12]2[CH2:17][CH2:16][C:15](=O)[CH2:14][CH:13]=2)[CH:6]=[CH:7][C:8]=1[N+:9]([O-:11])=[O:10].[C:19]([N:26]1[CH2:31][CH2:30][NH:29][CH2:28][CH2:27]1)([O:21][C:22]([CH3:25])([CH3:24])[CH3:23])=[O:20].C(O[BH-](OC(=O)C)OC(=O)C)(=O)C.[Na+].CC(O)=O, predict the reaction product. (3) Given the reactants [C:1]1([S:7]([CH2:9][C:10]([O:12][CH3:13])=[O:11])=[O:8])[CH:6]=[CH:5][CH:4]=[CH:3][CH:2]=1.[CH3:14][O:15][CH:16]([O:19][CH3:20])[CH:17]=O.N1CCCCC1, predict the reaction product. The product is: [CH3:14][O:15][CH:16]([O:19][CH3:20])/[CH:17]=[C:9](/[S:7]([C:1]1[CH:2]=[CH:3][CH:4]=[CH:5][CH:6]=1)=[O:8])\[C:10]([O:12][CH3:13])=[O:11]. (4) Given the reactants [C:1]1([S:7]([NH:10][C:11]([C:13]2[N:18]=[C:17]3[N:19]([CH2:23][C:24]4[CH:29]=[CH:28][C:27]([C:30]([OH:32])=[O:31])=[CH:26][C:25]=4[Cl:33])[C:20]([CH3:22])=[N:21][C:16]3=[CH:15][CH:14]=2)=[O:12])(=[O:9])=[O:8])[CH:6]=[CH:5][CH:4]=[CH:3][CH:2]=1.[CH2:34](O)[CH3:35].Cl.C(N=C=NCCCN(C)C)C.ON1C2C=CC=CC=2N=N1.Cl, predict the reaction product. The product is: [C:1]1([S:7]([NH:10][C:11]([C:13]2[N:18]=[C:17]3[N:19]([CH2:23][C:24]4[CH:29]=[CH:28][C:27]([C:30]([O:32][CH2:34][CH3:35])=[O:31])=[CH:26][C:25]=4[Cl:33])[C:20]([CH3:22])=[N:21][C:16]3=[CH:15][CH:14]=2)=[O:12])(=[O:8])=[O:9])[CH:2]=[CH:3][CH:4]=[CH:5][CH:6]=1.